From a dataset of Forward reaction prediction with 1.9M reactions from USPTO patents (1976-2016). Predict the product of the given reaction. (1) Given the reactants [N+:1]([C:4]1[CH:26]=[CH:25][C:7]([O:8][C:9]2[CH:14]=[CH:13][N:12]=[C:11]3[CH:15]=[C:16]([C:18]4[CH:23]=[CH:22][C:21]([OH:24])=[CH:20][CH:19]=4)[S:17][C:10]=23)=[CH:6][CH:5]=1)([O-])=O.NC1C=CC(OC2C=CN=C3C=C(C4C=CC(O)=CC=4)SC=23)=C(F)C=1, predict the reaction product. The product is: [NH2:1][C:4]1[CH:26]=[CH:25][C:7]([O:8][C:9]2[CH:14]=[CH:13][N:12]=[C:11]3[CH:15]=[C:16]([C:18]4[CH:23]=[CH:22][C:21]([OH:24])=[CH:20][CH:19]=4)[S:17][C:10]=23)=[CH:6][CH:5]=1. (2) Given the reactants [Br:1][CH2:2][C:3]([C:5]1[CH:15]=[CH:14][C:8]([C:9]([O:11][CH2:12][CH3:13])=[O:10])=[CH:7][CH:6]=1)=[O:4].[C:16]1([P:22]([C:29]2[CH:34]=[CH:33][CH:32]=[CH:31][CH:30]=2)[C:23]2[CH:28]=[CH:27][CH:26]=[CH:25][CH:24]=2)[CH:21]=[CH:20][CH:19]=[CH:18][CH:17]=1.CC#N, predict the reaction product. The product is: [Br-:1].[CH2:12]([O:11][C:9]([C:8]1[CH:14]=[CH:15][C:5]([C:3](=[O:4])[CH2:2][P+:22]([C:23]2[CH:24]=[CH:25][CH:26]=[CH:27][CH:28]=2)([C:29]2[CH:34]=[CH:33][CH:32]=[CH:31][CH:30]=2)[C:16]2[CH:17]=[CH:18][CH:19]=[CH:20][CH:21]=2)=[CH:6][CH:7]=1)=[O:10])[CH3:13]. (3) The product is: [CH3:1][C:2]1[S:3][C:4]2[CH:10]=[C:9]([N+:11]([O-:13])=[O:12])[CH:8]=[CH:7][C:5]=2[N:6]=1. Given the reactants [CH3:1][C:2]1[S:3][C:4]2[CH:10]=[CH:9][CH:8]=[CH:7][C:5]=2[N:6]=1.[N+:11]([O-])([OH:13])=[O:12], predict the reaction product. (4) The product is: [C:1]([O:5][C:6](=[O:20])[NH:7][CH2:8][CH2:9][N:10]1[C:18]2[C:17]([NH:25][C:24]3[CH:26]=[CH:27][C:28]([O:29][C:30]4[CH:35]=[CH:34][CH:33]=[C:32](/[CH:36]=[CH:37]/[CH:38]([CH3:39])[CH3:40])[CH:31]=4)=[C:22]([CH3:21])[CH:23]=3)=[N:16][CH:15]=[N:14][C:13]=2[CH:12]=[CH:11]1)([CH3:4])([CH3:3])[CH3:2]. Given the reactants [C:1]([O:5][C:6](=[O:20])[NH:7][CH2:8][CH2:9][N:10]1[C:18]2[C:17](Cl)=[N:16][CH:15]=[N:14][C:13]=2[CH:12]=[CH:11]1)([CH3:4])([CH3:3])[CH3:2].[CH3:21][C:22]1[CH:23]=[C:24]([CH:26]=[CH:27][C:28]=1[O:29][C:30]1[CH:35]=[CH:34][CH:33]=[C:32](/[CH:36]=[CH:37]/[CH:38]([CH3:40])[CH3:39])[CH:31]=1)[NH2:25].C(=O)([O-])O.[Na+], predict the reaction product. (5) The product is: [C:1]1([CH2:7][N:8]2[CH2:13][CH2:12][O:11][CH2:10][C@@H:9]2[C:14]([OH:16])=[O:15])[CH:2]=[CH:3][CH:4]=[CH:5][CH:6]=1. Given the reactants [C:1]1([CH2:7][N:8]2[CH2:13][CH2:12][O:11][CH2:10][C@@H:9]2[C:14]([O:16]CC)=[O:15])[CH:6]=[CH:5][CH:4]=[CH:3][CH:2]=1.O.[OH-].[Li+].[OH-].[Li+].Cl, predict the reaction product. (6) Given the reactants Cl.C([Si](C)(C)[O:7][CH2:8][CH2:9][NH:10][C@H:11]1[CH2:15][CH2:14][N:13]([C:16]2[CH:25]=[CH:24][C:23]3[C:22]([C:26]([NH:28][CH2:29][C:30]4([OH:37])[CH2:36][CH2:35][CH2:34][CH2:33][CH2:32][CH2:31]4)=[O:27])=[C:21]([Cl:38])[CH:20]=[CH:19][C:18]=3[N:17]=2)[CH2:12]1)(C)(C)C, predict the reaction product. The product is: [OH2:7].[Cl:38][C:21]1[CH:20]=[CH:19][C:18]2[N:17]=[C:16]([N:13]3[CH2:14][CH2:15][C@H:11]([NH:10][CH2:9][CH2:8][OH:7])[CH2:12]3)[CH:25]=[CH:24][C:23]=2[C:22]=1[C:26]([NH:28][CH2:29][C:30]1([OH:37])[CH2:36][CH2:35][CH2:34][CH2:33][CH2:32][CH2:31]1)=[O:27].